This data is from Forward reaction prediction with 1.9M reactions from USPTO patents (1976-2016). The task is: Predict the product of the given reaction. (1) Given the reactants [CH2:1]([O:3][CH2:4][C:5]([O:7][CH2:8][CH3:9])=[O:6])[CH3:2].[Cl:10][C:11]1[CH:18]=[CH:17][C:14]([CH:15]=O)=[CH:13][CH:12]=1.CC(C)([O-])C.[K+], predict the reaction product. The product is: [Cl:10][C:11]1[CH:18]=[CH:17][C:14]([CH:15]=[C:4]([O:3][CH2:1][CH3:2])[C:5]([O:7][CH2:8][CH3:9])=[O:6])=[CH:13][CH:12]=1. (2) Given the reactants [CH2:1]([O:8][C:9]1[CH:14]=[CH:13][C:12]([Br:15])=[CH:11][C:10]=1[C:16]1[CH:21]=[C:20](Cl)[N:19]=[C:18]([NH2:23])[N:17]=1)[C:2]1[CH:7]=[CH:6][CH:5]=[CH:4][CH:3]=1.[F:24][C:25]([F:34])([F:33])[C:26]1[CH:31]=[CH:30][C:29]([NH2:32])=[CH:28][CH:27]=1, predict the reaction product. The product is: [CH2:1]([O:8][C:9]1[CH:14]=[CH:13][C:12]([Br:15])=[CH:11][C:10]=1[C:16]1[N:17]=[C:18]([NH2:23])[N:19]=[C:20]([NH:32][C:29]2[CH:30]=[CH:31][C:26]([C:25]([F:24])([F:33])[F:34])=[CH:27][CH:28]=2)[CH:21]=1)[C:2]1[CH:7]=[CH:6][CH:5]=[CH:4][CH:3]=1. (3) Given the reactants [OH:1][C:2]1[CH:3]=[C:4]([CH:8]=[C:9]2[C:14](=[O:15])[O:13][C:12]([CH3:17])([CH3:16])[O:11][C:10]2=[O:18])[CH:5]=[CH:6][CH:7]=1.[CH:19]([Mg]Br)=[CH2:20], predict the reaction product. The product is: [OH:1][C:2]1[CH:3]=[C:4]([CH:8]([CH:9]2[C:10](=[O:18])[O:11][C:12]([CH3:16])([CH3:17])[O:13][C:14]2=[O:15])[CH:19]=[CH2:20])[CH:5]=[CH:6][CH:7]=1. (4) Given the reactants C(OC([N:8]1[CH2:12][CH2:11][CH:10]([C:13]2[CH:18]=[CH:17][C:16]([NH:19][C:20]([NH:22][C:23]3[CH:28]=[CH:27][C:26]([Cl:29])=[CH:25][N:24]=3)=[O:21])=[CH:15][CH:14]=2)[CH2:9]1)=O)(C)(C)C.Cl, predict the reaction product. The product is: [ClH:29].[Cl:29][C:26]1[CH:27]=[CH:28][C:23]([NH:22][C:20]([NH:19][C:16]2[CH:17]=[CH:18][C:13]([CH:10]3[CH2:11][CH2:12][NH:8][CH2:9]3)=[CH:14][CH:15]=2)=[O:21])=[N:24][CH:25]=1. (5) Given the reactants [O:1]1[CH2:6][CH2:5][CH:4]([NH2:7])[CH2:3][CH2:2]1.[CH:8](OCC)=[O:9], predict the reaction product. The product is: [O:1]1[CH2:6][CH2:5][CH:4]([NH:7][CH:8]=[O:9])[CH2:3][CH2:2]1. (6) Given the reactants [Br:1][C:2]1[CH:9]=[CH:8][C:5]([C:6]#[N:7])=[C:4]([CH3:10])[CH:3]=1.[Cl-].O[NH3+].C([N:17](C(C)C)CC)(C)C.[O:23]1[CH:27]=[CH:26][CH:25]=[C:24]1[C:28](Cl)=[O:29].C(N=C=NC(C)C)(C)C, predict the reaction product. The product is: [Br:1][C:2]1[CH:9]=[CH:8][C:5]([C:6]2[N:17]=[C:28]([C:24]3[O:23][CH:27]=[CH:26][CH:25]=3)[O:29][N:7]=2)=[C:4]([CH3:10])[CH:3]=1.